This data is from HIV replication inhibition screening data with 41,000+ compounds from the AIDS Antiviral Screen. The task is: Binary Classification. Given a drug SMILES string, predict its activity (active/inactive) in a high-throughput screening assay against a specified biological target. (1) The molecule is O=C1C(Cl)=C(c2ccc([N+](=O)[O-])cc2)C(=O)c2c(O)cccc21. The result is 0 (inactive). (2) The result is 0 (inactive). The drug is Cc1cc(NCCCN(C)C)c2ccc3c(ccc4c(NCCCN(C)C)c[c-](C)[n+](=O)c43)c2[n+]1[O-]. (3) The molecule is CC(=O)NNc1nc(C)c(C(=O)NNC(=O)C(=O)Nc2ccc(C)c(C)c2)s1. The result is 0 (inactive). (4) The compound is O=P1(OCC(F)(F)C(F)F)Oc2ccccc2O1. The result is 0 (inactive). (5) The drug is CC(C)(C)COC1C2(OCCO2)C2CCC1(C)C2(C)C. The result is 0 (inactive). (6) The molecule is CCCCCCCC(=O)[OH+][Co-4](N)(N)(N)(N)[OH+]C(=O)CCCCCCC.[O-][Cl+3]([O-])([O-])O. The result is 0 (inactive). (7) The compound is N#CCCN(CCC#N)c1ccc(C=C2N=C(c3ccccc3)N(c3ccc(F)cc3)C2=O)cc1. The result is 0 (inactive). (8) The compound is O=C1C[N+]2(Cc3ccccc3)CCC1CC2. The result is 0 (inactive).